The task is: Predict the reactants needed to synthesize the given product.. This data is from Full USPTO retrosynthesis dataset with 1.9M reactions from patents (1976-2016). (1) Given the product [CH3:2][N:3]1[C:29]([NH2:30])=[N:28][C:27]2([C:21]3[CH:20]=[C:19]([C:15]4[CH:16]=[CH:17][CH:18]=[C:13]([C:12]([F:11])([F:31])[F:32])[CH:14]=4)[S:23][C:22]=3[CH2:24][CH2:25][CH2:26]2)[O:4]1, predict the reactants needed to synthesize it. The reactants are: Cl.[CH3:2][NH:3][OH:4].C(=O)([O-])[O-].[K+].[K+].[F:11][C:12]([F:32])([F:31])[C:13]1[CH:14]=[C:15]([C:19]2[S:23][C:22]3[CH2:24][CH2:25][CH2:26]/[C:27](=[N:28]\[C:29]#[N:30])/[C:21]=3[CH:20]=2)[CH:16]=[CH:17][CH:18]=1. (2) The reactants are: [CH2:1]([O:8][C:9]1[C:14]2[C:15]([NH2:18])=[N:16][NH:17][C:13]=2[CH:12]=[CH:11][N:10]=1)[C:2]1[CH:7]=[CH:6][CH:5]=[CH:4][CH:3]=1.[F:19][C:20]([F:33])([CH3:32])[C:21]([N:23]1[CH2:28][CH2:27][C:26](=[CH:29][C:30]#[N:31])[CH2:25][CH2:24]1)=[O:22].C1CCN2C(=NCCC2)CC1. Given the product [NH2:18][C:15]1[C:14]2[C:9]([O:8][CH2:1][C:2]3[CH:3]=[CH:4][CH:5]=[CH:6][CH:7]=3)=[N:10][CH:11]=[CH:12][C:13]=2[N:17]([C:26]2([CH2:29][C:30]#[N:31])[CH2:25][CH2:24][N:23]([C:21](=[O:22])[C:20]([F:19])([F:33])[CH3:32])[CH2:28][CH2:27]2)[N:16]=1, predict the reactants needed to synthesize it. (3) Given the product [CH2:15]([O:14][C:8]1[C:9]([OH:10])=[C:2]([CH:3]=[C:4]([CH:5]=[O:6])[CH:7]=1)[C:17]#[N:18])[CH3:16], predict the reactants needed to synthesize it. The reactants are: Br[C:2]1[CH:3]=[C:4]([CH:7]=[C:8]([O:14][CH2:15][CH3:16])[C:9]=1[O:10]COC)[CH:5]=[O:6].[C:17]([Cu])#[N:18].CCOC(C)=O. (4) Given the product [Br:30][C:27]1[CH:28]=[CH:29][C:24]([C:8]([C:5]2[CH:4]=[CH:3][C:2]([C:43]3[CH:44]=[CH:45][C:40]([C:31]4[CH:36]=[CH:35][CH:34]=[CH:33][CH:32]=4)=[CH:41][CH:42]=3)=[CH:7][CH:6]=2)=[CH:9][CH2:10][S:11][C:12]2[CH:22]=[CH:21][C:15]([O:16][CH2:17][C:18]([OH:20])=[O:19])=[C:14]([CH3:23])[CH:13]=2)=[CH:25][CH:26]=1, predict the reactants needed to synthesize it. The reactants are: Br[C:2]1[CH:7]=[CH:6][C:5]([C:8]([C:24]2[CH:29]=[CH:28][C:27]([Br:30])=[CH:26][CH:25]=2)=[CH:9][CH2:10][S:11][C:12]2[CH:22]=[CH:21][C:15]([O:16][CH2:17][C:18]([OH:20])=[O:19])=[C:14]([CH3:23])[CH:13]=2)=[CH:4][CH:3]=1.[C:31]1([C:40]2[CH:45]=[CH:44][CH:43]=[CH:42][CH:41]=2)[CH:36]=[CH:35][C:34](B(O)O)=[CH:33][CH:32]=1.[F-].[K+]. (5) Given the product [OH:15][N:6]1[C:7]2[N:8]=[CH:9][CH:10]=[CH:11][C:12]=2[C:13]2[NH:24][N:25]=[C:1]([CH3:2])[C:4]=2[C:5]1=[O:23], predict the reactants needed to synthesize it. The reactants are: [C:1]([C:4]1[C:5](=[O:23])[N:6]([O:15]CC2C=CC=CC=2)[C:7]2[C:12]([C:13]=1O)=[CH:11][CH:10]=[CH:9][N:8]=2)(=O)[CH3:2].[NH2:24][NH2:25].Br.